This data is from Full USPTO retrosynthesis dataset with 1.9M reactions from patents (1976-2016). The task is: Predict the reactants needed to synthesize the given product. (1) Given the product [CH3:14][C:13]([C:11]1[S:12][C:8]([C:6]2[CH:5]=[CH:4][N:3]=[C:2]([NH:36][CH2:37][CH2:38][N:39]3[CH2:43][CH2:42][CH2:41][C:40]3=[O:44])[N:7]=2)=[C:9]([C:17]2[C:18]([F:35])=[C:19]([NH:23][S:24]([C:27]3[CH:32]=[C:31]([F:33])[CH:30]=[CH:29][C:28]=3[F:34])(=[O:26])=[O:25])[CH:20]=[CH:21][CH:22]=2)[N:10]=1)([CH3:16])[CH3:15], predict the reactants needed to synthesize it. The reactants are: Cl[C:2]1[N:7]=[C:6]([C:8]2[S:12][C:11]([C:13]([CH3:16])([CH3:15])[CH3:14])=[N:10][C:9]=2[C:17]2[C:18]([F:35])=[C:19]([NH:23][S:24]([C:27]3[CH:32]=[C:31]([F:33])[CH:30]=[CH:29][C:28]=3[F:34])(=[O:26])=[O:25])[CH:20]=[CH:21][CH:22]=2)[CH:5]=[CH:4][N:3]=1.[NH2:36][CH2:37][CH2:38][N:39]1[CH2:43][CH2:42][CH2:41][C:40]1=[O:44].CCN(C(C)C)C(C)C. (2) Given the product [NH2:14][C:15]1[N:16]([C:7]2[C:2]([Cl:1])=[CH:3][C:4]([C:10]([F:13])([F:12])[F:11])=[CH:5][C:6]=2[Cl:9])[N:17]=[CH:18][N:19]=1, predict the reactants needed to synthesize it. The reactants are: [Cl:1][C:2]1[CH:3]=[C:4]([C:10]([F:13])([F:12])[F:11])[CH:5]=[C:6]([Cl:9])[C:7]=1F.[NH2:14][C:15]1[N:19]=[CH:18][NH:17][N:16]=1.C(=O)([O-])[O-].[K+].[K+]. (3) Given the product [NH2:23][C:20]1[N:21]=[CH:22][C:17]([C:3]2[CH:4]=[CH:5][C:6]([C:25]3[C:26]([S:31]([NH:34][C@@H:35]([CH2:44][OH:45])[C@@H:36]([OH:43])[C:37]4[CH:38]=[CH:39][CH:40]=[CH:41][CH:42]=4)(=[O:33])=[O:32])=[CH:27][CH:28]=[CH:29][CH:30]=3)=[CH:7][C:2]=2[F:1])=[N:18][CH:19]=1, predict the reactants needed to synthesize it. The reactants are: [F:1][C:2]1[CH:7]=[C:6](B2OC(C)(C)C(C)(C)O2)[CH:5]=[CH:4][C:3]=1[C:17]1[N:18]=[CH:19][C:20]([NH2:23])=[N:21][CH:22]=1.Br[C:25]1[CH:30]=[CH:29][CH:28]=[CH:27][C:26]=1[S:31]([NH:34][C@@H:35]([CH2:44][OH:45])[C@@H:36]([OH:43])[C:37]1[CH:42]=[CH:41][CH:40]=[CH:39][CH:38]=1)(=[O:33])=[O:32]. (4) Given the product [CH3:1][O:2][C:3]([C:5]1[CH:10]=[CH:9][C:8]([C:11]2[CH:16]=[CH:15][C:14]([CH2:17][Br:19])=[CH:13][C:12]=2[F:18])=[CH:7][N:6]=1)=[O:4], predict the reactants needed to synthesize it. The reactants are: [CH3:1][O:2][C:3]([C:5]1[CH:10]=[CH:9][C:8]([C:11]2[CH:16]=[CH:15][C:14]([CH3:17])=[CH:13][C:12]=2[F:18])=[CH:7][N:6]=1)=[O:4].[Br:19]N1C(=O)CCC1=O.N(C(C)(C)C#N)=NC(C)(C)C#N. (5) Given the product [F:1][C:2]1[CH:7]=[CH:6][C:5]([C:8]#[C:9][N:10]2[C:18]3[CH:17]=[CH:16][C:15]([C:19]([OH:21])=[O:20])=[CH:14][C:13]=3[C:12]3[CH2:23][N:24]([CH3:27])[CH2:25][CH2:26][C:11]2=3)=[CH:4][CH:3]=1, predict the reactants needed to synthesize it. The reactants are: [F:1][C:2]1[CH:7]=[CH:6][C:5]([C:8]#[C:9][N:10]2[C:18]3[CH:17]=[CH:16][C:15]([C:19]([O:21]C)=[O:20])=[CH:14][C:13]=3[C:12]3[CH2:23][N:24]([CH3:27])[CH2:25][CH2:26][C:11]2=3)=[CH:4][CH:3]=1.[OH-].[K+].